Dataset: Reaction yield outcomes from USPTO patents with 853,638 reactions. Task: Predict the reaction yield, written as a fraction of the theoretical maximum amount of product (1.0 means a 100% yield; for example, 0.34 means a 34% yield). (1) The reactants are [Cl:1][C:2]1[N:7]=[C:6]([NH:8][C:9]2[CH:14]=[CH:13][C:12]([F:15])=[C:11]([C:16]([F:19])([F:18])[F:17])[CH:10]=2)[CH:5]=[C:4](Cl)[N:3]=1.O.[NH2:22][NH2:23]. The catalyst is O1CCOCC1.O. The product is [Cl:1][C:2]1[N:7]=[C:6]([NH:8][C:9]2[CH:14]=[CH:13][C:12]([F:15])=[C:11]([C:16]([F:19])([F:18])[F:17])[CH:10]=2)[CH:5]=[C:4]([NH:22][NH2:23])[N:3]=1. The yield is 0.850. (2) The reactants are [Cl:1][C:2]1[N:11]=[C:10](Cl)[C:9]2[C:4](=[CH:5][CH:6]=[C:7]([Cl:13])[CH:8]=2)[N:3]=1.[CH2:14]([NH2:24])[C:15]1[CH:23]=[CH:22][C:21]2[O:20][CH2:19][O:18][C:17]=2[CH:16]=1. The catalyst is C(O)C. The product is [O:20]1[C:21]2[CH:22]=[CH:23][C:15]([CH2:14][NH:24][C:10]3[C:9]4[C:4](=[CH:5][CH:6]=[C:7]([Cl:13])[CH:8]=4)[N:3]=[C:2]([Cl:1])[N:11]=3)=[CH:16][C:17]=2[O:18][CH2:19]1. The yield is 0.960. (3) The reactants are [C:1]1([C@@H:7]([NH:9][C:10]2[N:15]=[C:14]([N:16]3[C:20]4[CH:21]=[CH:22][C:23]([NH2:25])=[CH:24][C:19]=4[N:18]=[CH:17]3)[CH:13]=[N:12][CH:11]=2)[CH3:8])[CH:6]=[CH:5][CH:4]=[CH:3][CH:2]=1.[N:26]1[CH:31]=[CH:30][N:29]=[CH:28][C:27]=1[C:32](Cl)=[O:33]. No catalyst specified. The product is [C:1]1([C@@H:7]([NH:9][C:10]2[N:15]=[C:14]([N:16]3[C:20]4[CH:21]=[CH:22][C:23]([NH:25][C:32]([C:27]5[CH:28]=[N:29][CH:30]=[CH:31][N:26]=5)=[O:33])=[CH:24][C:19]=4[N:18]=[CH:17]3)[CH:13]=[N:12][CH:11]=2)[CH3:8])[CH:6]=[CH:5][CH:4]=[CH:3][CH:2]=1. The yield is 0.550. (4) The reactants are [NH2:1][C:2]1[CH:18]=[CH:17][C:5]([O:6][C:7]2[C:12]([NH2:13])=[C:11]([C:14]#[C:15][CH3:16])[N:10]=[CH:9][N:8]=2)=[CH:4][C:3]=1[Cl:19].CC(C)([O-])C.[K+]. The catalyst is O1CCCC1.O. The product is [Cl:19][C:3]1[CH:4]=[C:5]([O:6][C:7]2[C:12]3[NH:13][C:15]([CH3:16])=[CH:14][C:11]=3[N:10]=[CH:9][N:8]=2)[CH:17]=[CH:18][C:2]=1[NH2:1]. The yield is 0.660. (5) The reactants are [C:1]([C:5]1[CH:9]=[C:8]([NH:10][C:11]([NH:13][C@@H:14]2[C:23]3[C:18](=[CH:19][CH:20]=[CH:21][CH:22]=3)[C@H:17]([O:24][C:25]3[CH:26]=[CH:27][C:28]4[N:29]([C:31]([N:34]5[C@H:39]([CH3:40])[CH2:38][CH2:37][CH2:36][C@@H:35]5[CH3:41])=[N:32][N:33]=4)[CH:30]=3)[CH2:16][CH2:15]2)=[O:12])[N:7]([C:42]2[CH:43]=[N:44][N:45]([CH2:47][CH2:48]OS(C)(=O)=O)[CH:46]=2)[N:6]=1)([CH3:4])([CH3:3])[CH3:2].[CH3:54][NH:55][CH3:56]. The catalyst is C1COCC1. The product is [C:1]([C:5]1[CH:9]=[C:8]([NH:10][C:11]([NH:13][C@@H:14]2[C:23]3[C:18](=[CH:19][CH:20]=[CH:21][CH:22]=3)[C@H:17]([O:24][C:25]3[CH:26]=[CH:27][C:28]4[N:29]([C:31]([N:34]5[C@H:39]([CH3:40])[CH2:38][CH2:37][CH2:36][C@@H:35]5[CH3:41])=[N:32][N:33]=4)[CH:30]=3)[CH2:16][CH2:15]2)=[O:12])[N:7]([C:42]2[CH:43]=[N:44][N:45]([CH2:47][CH2:48][N:55]([CH3:56])[CH3:54])[CH:46]=2)[N:6]=1)([CH3:3])([CH3:2])[CH3:4]. The yield is 0.290. (6) The product is [Br:1][C:2]1[CH:3]=[CH:4][C:5]([CH3:9])=[C:6]([NH:7][C:18](=[O:19])[CH2:17][NH:24][CH2:23][CH2:21][OH:22])[CH:8]=1. The catalyst is O1CCCC1.O.CCOC(C)=O. The yield is 0.870. The reactants are [Br:1][C:2]1[CH:3]=[CH:4][C:5]([CH3:9])=[C:6]([CH:8]=1)[NH2:7].C(=O)([O-])[O-].[K+].[K+].Cl[CH2:17][C:18](Cl)=[O:19].[CH2:21]([CH2:23][NH2:24])[OH:22]. (7) The reactants are [OH:1][C@H:2]1[CH2:5][C@H:4]([N:6]2[C:11](=[O:12])[C:10]([CH2:13][C:14]3[CH:19]=[CH:18][C:17]([C:20]4[C:21]([C:26]#[N:27])=[CH:22][CH:23]=[CH:24][CH:25]=4)=[CH:16][CH:15]=3)=[C:9]([CH2:28][CH2:29][CH3:30])[N:8]3[N:31]=[CH:32][N:33]=[C:7]23)[CH2:3]1.[N+](=[CH:36][C:37]([O:39][CH2:40][CH3:41])=[O:38])=[N-]. The catalyst is C([O-])(=O)C.[Rh+].C1(C)C=CC=CC=1. The product is [C:26]([C:21]1[CH:22]=[CH:23][CH:24]=[CH:25][C:20]=1[C:17]1[CH:16]=[CH:15][C:14]([CH2:13][C:10]2[C:11](=[O:12])[N:6]([C@H:4]3[CH2:5][C@H:2]([O:1][CH2:36][C:37]([O:39][CH2:40][CH3:41])=[O:38])[CH2:3]3)[C:7]3[N:8]([N:31]=[CH:32][N:33]=3)[C:9]=2[CH2:28][CH2:29][CH3:30])=[CH:19][CH:18]=1)#[N:27]. The yield is 0.170. (8) The reactants are [CH3:1][C:2]1[CH:7]=[C:6]([CH3:8])[N:5]=[C:4]([N:9]2[C:17](=[O:18])[C:16]3[C:11](=[CH:12][CH:13]=[CH:14][CH:15]=3)[C:10]2=[O:19])[CH:3]=1.[Cl:20]N1C(=O)CCC1=O.C(OOC(=O)C1C=CC=CC=1)(=O)C1C=CC=CC=1. The catalyst is C(Cl)(Cl)(Cl)Cl. The product is [Cl:20][CH2:1][C:2]1[CH:7]=[C:6]([CH3:8])[N:5]=[C:4]([N:9]2[C:17](=[O:18])[C:16]3[C:11](=[CH:12][CH:13]=[CH:14][CH:15]=3)[C:10]2=[O:19])[CH:3]=1. The yield is 0.170.